This data is from Forward reaction prediction with 1.9M reactions from USPTO patents (1976-2016). The task is: Predict the product of the given reaction. (1) Given the reactants C[Si]([N:5]=[C:6]=[O:7])(C)C.Cl.[CH3:9][O:10][C:11]1[CH:16]=[CH:15][C:14]([C:17]2[N:18]=[C:19]([C:32]([N:34]3[CH2:39][CH2:38][CH2:37][CH2:36][CH2:35]3)=[O:33])[O:20][C:21]=2[C:22]2[CH:31]=[CH:30][C:25]([O:26][CH2:27][CH2:28][NH2:29])=[CH:24][CH:23]=2)=[CH:13][CH:12]=1, predict the reaction product. The product is: [CH3:9][O:10][C:11]1[CH:12]=[CH:13][C:14]([C:17]2[N:18]=[C:19]([C:32]([N:34]3[CH2:39][CH2:38][CH2:37][CH2:36][CH2:35]3)=[O:33])[O:20][C:21]=2[C:22]2[CH:31]=[CH:30][C:25]([O:26][CH2:27][CH2:28][NH:29][C:6]([NH2:5])=[O:7])=[CH:24][CH:23]=2)=[CH:15][CH:16]=1. (2) The product is: [N+:7]([C:10]1[CH:11]=[CH:12][C:13]([C:14]([NH:26][C:27]2[CH:32]=[CH:31][CH:30]=[CH:29][N:28]=2)=[O:16])=[CH:17][CH:18]=1)([O-:9])=[O:8]. Given the reactants C(Cl)(=O)C(Cl)=O.[N+:7]([C:10]1[CH:18]=[CH:17][C:13]([C:14]([OH:16])=O)=[CH:12][CH:11]=1)([O-:9])=[O:8].C(N(CC)CC)C.[NH2:26][C:27]1[CH:32]=[CH:31][CH:30]=[CH:29][N:28]=1, predict the reaction product. (3) Given the reactants C(N(CC)CC)C.[C:8](Cl)(=[O:12])[C:9]([CH3:11])=[CH2:10].[OH:14][CH:15]1[C:27]2[CH:26]=[CH:25][CH:24]=[CH:23][C:22]=2[C:21]2[C:16]1=[CH:17][CH:18]=[CH:19][CH:20]=2, predict the reaction product. The product is: [C:8]([O:14][CH:15]1[C:27]2[CH:26]=[CH:25][CH:24]=[CH:23][C:22]=2[C:21]2[C:16]1=[CH:17][CH:18]=[CH:19][CH:20]=2)(=[O:12])[C:9]([CH3:11])=[CH2:10]. (4) Given the reactants C1([NH:7][C:8]([C:10]2[C:11](=[O:22])[N:12]([CH3:21])[C:13]3[C:18]([C:19]=2O)=[CH:17][CH:16]=[CH:15][CH:14]=3)=O)CCCCC1.P(Cl)(Cl)([Cl:25])=O, predict the reaction product. The product is: [Cl:25][C:19]1[C:18]2[C:13](=[CH:14][CH:15]=[CH:16][CH:17]=2)[N:12]([CH3:21])[C:11](=[O:22])[C:10]=1[C:8]#[N:7]. (5) Given the reactants [C:1]([O:4][C:5]1[CH:10]=[CH:9][C:8]([C:11]#[C:12][C:13]2[O:14][C:15]3[CH:21]=[C:20]([O:22][CH3:23])[CH:19]=[CH:18][C:16]=3[CH:17]=2)=[CH:7][CH:6]=1)(=O)[CH3:2].C([O-])([O-])=[O:25].[K+].[K+].CN(C=O)C, predict the reaction product. The product is: [CH3:23][O:22][C:20]1[CH:19]=[CH:18][C:16]2[CH2:17][CH:13]([CH2:12][CH2:11][C:8]3[CH:9]=[CH:10][C:5]([O:4][CH2:1][CH2:2][OH:25])=[CH:6][CH:7]=3)[O:14][C:15]=2[CH:21]=1. (6) Given the reactants [Cl:1][C:2]1[CH:10]=[C:9]2[C:5]([C:6]([CH:34]([F:36])[F:35])=[N:7][N:8]2[S:11]([C:14]2[CH:15]=[CH:16][C:17]([O:32][CH3:33])=[C:18]([N:20]3[CH2:25][CH2:24][N:23](C(=O)C(F)(F)F)[CH2:22][CH2:21]3)[CH:19]=2)(=[O:13])=[O:12])=[CH:4][CH:3]=1.C(=O)([O-])[O-].[K+].[K+], predict the reaction product. The product is: [Cl:1][C:2]1[CH:10]=[C:9]2[C:5]([C:6]([CH:34]([F:35])[F:36])=[N:7][N:8]2[S:11]([C:14]2[CH:15]=[CH:16][C:17]([O:32][CH3:33])=[C:18]([N:20]3[CH2:21][CH2:22][NH:23][CH2:24][CH2:25]3)[CH:19]=2)(=[O:13])=[O:12])=[CH:4][CH:3]=1. (7) Given the reactants [F:1][C:2]1([F:8])[CH2:7][CH2:6][CH2:5][NH:4][CH2:3]1.C(N[SiH2:14][NH:15][C:16]([CH3:19])(C)C)(C)(C)C, predict the reaction product. The product is: [F:1][C:2]1([F:8])[CH2:7][CH2:6][CH2:5][N:4]([SiH2:14][N:15]2[CH2:16][CH2:19][CH2:7][C:2]([F:8])([F:1])[CH2:3]2)[CH2:3]1. (8) Given the reactants Br[C:2]1[CH2:6][CH2:5][CH2:4][C:3]=1[C:7]1[CH:8]=[C:9]([C:13]([NH:15][C:16]([CH3:19])([CH3:18])[CH3:17])=[O:14])[N:10]=[N:11][CH:12]=1.[Br:20][C:21]1[CH:22]=[CH:23][C:24]([O:30][CH3:31])=[C:25](B(O)O)[CH:26]=1.C(=O)([O-])[O-].[K+].[K+], predict the reaction product. The product is: [Br:20][C:21]1[CH:26]=[CH:25][C:24]([O:30][CH3:31])=[C:23]([C:2]2[CH2:6][CH2:5][CH2:4][C:3]=2[C:7]2[CH:8]=[C:9]([C:13]([NH:15][C:16]([CH3:19])([CH3:18])[CH3:17])=[O:14])[N:10]=[N:11][CH:12]=2)[CH:22]=1. (9) Given the reactants [CH3:1][C:2]([CH:4]1[CH2:6][CH2:5]1)=[O:3].C[O-].[Na+].[C:10](OC)(=[O:15])[C:11]([O:13][CH3:14])=[O:12], predict the reaction product. The product is: [CH3:14][O:13][C:11](=[O:12])[C:10](=[O:15])[CH2:1][C:2]([CH:4]1[CH2:6][CH2:5]1)=[O:3].